Task: Regression. Given a peptide amino acid sequence and an MHC pseudo amino acid sequence, predict their binding affinity value. This is MHC class I binding data.. Dataset: Peptide-MHC class I binding affinity with 185,985 pairs from IEDB/IMGT (1) The peptide sequence is VHTQKKDLY. The MHC is HLA-B58:01 with pseudo-sequence HLA-B58:01. The binding affinity (normalized) is 0.0847. (2) The peptide sequence is MTAGIFLFF. The MHC is HLA-A23:01 with pseudo-sequence HLA-A23:01. The binding affinity (normalized) is 0.647. (3) The peptide sequence is MRHNSREPY. The MHC is HLA-A02:03 with pseudo-sequence HLA-A02:03. The binding affinity (normalized) is 0.0847. (4) The peptide sequence is LYVAGVPEL. The MHC is HLA-A24:03 with pseudo-sequence HLA-A24:03. The binding affinity (normalized) is 1.00.